The task is: Predict the reactants needed to synthesize the given product.. This data is from Retrosynthesis with 50K atom-mapped reactions and 10 reaction types from USPTO. (1) Given the product CC(C)=CCn1cccc1/C=C(\C#N)c1ccc(Cl)cc1, predict the reactants needed to synthesize it. The reactants are: CC(C)=CCBr.N#C/C(=C\c1ccc[nH]1)c1ccc(Cl)cc1. (2) Given the product CC(=O)Nc1cc(C)c(Br)cc1C(C)=O, predict the reactants needed to synthesize it. The reactants are: CC(=O)Cl.CC(=O)c1cc(Br)c(C)cc1N. (3) Given the product CCCC(C(=O)OC)c1c(C)nc2cc(C(C)(C)C)nn2c1-c1ccc(Cl)cc1OC, predict the reactants needed to synthesize it. The reactants are: CCCC(C(=O)OC)c1c(C)nc2cc(C(C)(C)C)nn2c1Cl.COc1cc(Cl)ccc1B(O)O. (4) Given the product COC(=O)C[C@H](CCCNC(=N)NS(=O)(=O)c1c(C)c(C)c2c(c1C)CCC(C)(C)O2)NC(=O)c1cccn(C(c2ccccc2)c2ccccc2)c1=O, predict the reactants needed to synthesize it. The reactants are: COC(=O)C[C@@H](N)CCCNC(=N)NS(=O)(=O)c1c(C)c(C)c2c(c1C)CCC(C)(C)O2.O=C(O)c1cccn(C(c2ccccc2)c2ccccc2)c1=O. (5) Given the product CCN(c1nc(C)cc(C(=O)N2CCC(=O)CC2)n1)c1ccc(C(C)C)cc1Br, predict the reactants needed to synthesize it. The reactants are: CCN(c1nc(C)cc(C(=O)N2CCC3(CC2)OCCO3)n1)c1ccc(C(C)C)cc1Br. (6) Given the product Cc1cccc(-c2sc(C)nc2C(=O)N2C[C@H]3C[C@H]3[C@H]2CNC(=O)c2sc(Br)nc2C)c1, predict the reactants needed to synthesize it. The reactants are: Cc1cccc(-c2sc(C)nc2C(=O)N2C[C@H]3C[C@H]3[C@H]2CN)c1.Cc1nc(Br)sc1C(=O)O. (7) Given the product CCOC(=O)CCC[C@@H](C)O, predict the reactants needed to synthesize it. The reactants are: CCOC(=O)CCCC(C)=O. (8) The reactants are: CCOC(=O)Cn1cccc(Br)c1=O.NN. Given the product NNC(=O)Cn1cccc(Br)c1=O, predict the reactants needed to synthesize it. (9) The reactants are: Cc1cc(Cl)cc(C)c1C=O. Given the product Cc1cc(Cl)cc(C)c1CO, predict the reactants needed to synthesize it.